The task is: Predict the product of the given reaction.. This data is from Forward reaction prediction with 1.9M reactions from USPTO patents (1976-2016). (1) Given the reactants C(OC(=O)[NH:7][CH2:8][C:9]1[NH:17][C:16]2[C:15]([NH:18][C:19]3[CH:24]=[CH:23][C:22]([O:25][CH2:26][C:27]4[CH:32]=[CH:31][CH:30]=[C:29]([F:33])[CH:28]=4)=[C:21]([Cl:34])[CH:20]=3)=[N:14][CH:13]=[N:12][C:11]=2[CH:10]=1)(C)(C)C.[ClH:36].C(O)C, predict the reaction product. The product is: [ClH:34].[ClH:36].[NH2:7][CH2:8][C:9]1[NH:17][C:16]2[C:15]([NH:18][C:19]3[CH:24]=[CH:23][C:22]([O:25][CH2:26][C:27]4[CH:32]=[CH:31][CH:30]=[C:29]([F:33])[CH:28]=4)=[C:21]([Cl:34])[CH:20]=3)=[N:14][CH:13]=[N:12][C:11]=2[CH:10]=1. (2) Given the reactants [N+:1]([CH2:4][C:5]([O:7][CH2:8][CH3:9])=[O:6])([O-:3])=O.[C:10]1([C:16]2[S:20][C:19]([CH2:21][O:22][CH2:23][C:24]#[CH:25])=[CH:18][CH:17]=2)[CH:15]=[CH:14][CH:13]=[CH:12][CH:11]=1.N12CCN(CC1)CC2.Cl, predict the reaction product. The product is: [C:10]1([C:16]2[S:20][C:19]([CH2:21][O:22][CH2:23][C:24]3[O:3][N:1]=[C:4]([C:5]([O:7][CH2:8][CH3:9])=[O:6])[CH:25]=3)=[CH:18][CH:17]=2)[CH:11]=[CH:12][CH:13]=[CH:14][CH:15]=1. (3) The product is: [Cl:1][C:2]1[CH:3]=[C:4]([CH:20]=[CH:21][CH:22]=1)[C:5]([NH:7][C:8]12[CH2:17][CH:12]3[CH2:13][CH:14]([CH2:16][C:10]([C:18]#[C:19][C:24]4[CH:29]=[N:28][CH:27]=[C:26]([CH3:30])[N:25]=4)([CH2:11]3)[CH2:9]1)[CH2:15]2)=[O:6]. Given the reactants [Cl:1][C:2]1[CH:3]=[C:4]([CH:20]=[CH:21][CH:22]=1)[C:5]([NH:7][C:8]12[CH2:17][CH:12]3[CH2:13][CH:14]([CH2:16][C:10]([C:18]#[CH:19])([CH2:11]3)[CH2:9]1)[CH2:15]2)=[O:6].Cl[C:24]1[CH:29]=[N:28][CH:27]=[C:26]([CH3:30])[N:25]=1, predict the reaction product. (4) Given the reactants [C:1]12[C:7](=[CH:8][CH:9]=[CH:10][CH:11]=1)[NH:6][C:5](=[O:12])[O:4][C:2]2=[O:3].[H-].[Na+].[CH2:15](I)[CH:16]([CH3:18])[CH3:17], predict the reaction product. The product is: [CH2:15]([N:6]1[C:5](=[O:12])[O:4][C:2](=[O:3])[C:1]2=[CH:11][CH:10]=[CH:9][CH:8]=[C:7]12)[CH:16]([CH3:18])[CH3:17]. (5) Given the reactants F[P-](F)(F)(F)(F)F.C[N+](C)=C(N(C)C)ON1C2N=CC=CC=2N=N1.C(N(CC)C(C)C)(C)C.[NH2:34][C:35]1[N:44]=[C:43]([N:45]2[CH2:50][CH2:49][N:48]([CH3:51])[CH2:47][CH2:46]2)[C:42]2[C:37](=[CH:38][C:39]([C:52](O)=[O:53])=[CH:40][CH:41]=2)[N:36]=1.Cl.[NH2:56][CH:57]1[C:66]2[CH:65]=[C:64]([O:67][CH2:68][C:69]3[CH:70]=[C:71]([CH:74]=[CH:75][CH:76]=3)[C:72]#[N:73])[CH:63]=[CH:62][C:61]=2[CH2:60][CH2:59][CH2:58]1, predict the reaction product. The product is: [NH2:34][C:35]1[N:44]=[C:43]([N:45]2[CH2:46][CH2:47][N:48]([CH3:51])[CH2:49][CH2:50]2)[C:42]2[C:37](=[CH:38][C:39]([C:52]([NH:56][CH:57]3[C:66]4[C:61](=[CH:62][CH:63]=[C:64]([O:67][CH2:68][C:69]5[CH:76]=[CH:75][CH:74]=[C:71]([C:72]#[N:73])[CH:70]=5)[CH:65]=4)[CH2:60][CH2:59][CH2:58]3)=[O:53])=[CH:40][CH:41]=2)[N:36]=1. (6) Given the reactants [CH3:1][C:2]1([CH3:10])[C:6](=[O:7])[CH2:5][C:4]([CH3:9])([CH3:8])[O:3]1.C[O-].[Na+].[Cl:14][C:15]1[CH:20]=[CH:19][C:18]([C:21]2[CH:26]=[CH:25][C:24]([CH:27]3[CH2:29][CH2:28]3)=[C:23]([CH:30]=O)[CH:22]=2)=[C:17]([F:32])[CH:16]=1, predict the reaction product. The product is: [Cl:14][C:15]1[CH:20]=[CH:19][C:18]([C:21]2[CH:26]=[CH:25][C:24]([CH:27]3[CH2:28][CH2:29]3)=[C:23]([CH:30]=[C:5]3[C:4]([CH3:9])([CH3:8])[O:3][C:2]([CH3:10])([CH3:1])[C:6]3=[O:7])[CH:22]=2)=[C:17]([F:32])[CH:16]=1. (7) Given the reactants [CH:1]1[CH:2]=[CH:3][C:4]2[S:9][N:8]=[C:7]([N:10]3[CH2:15][CH2:14][N:13]([CH2:16][CH2:17][C:18]4[CH:19]=[C:20]5[CH2:28][C:26](=[O:27])[NH:25][C:21]5=[CH:22][C:23]=4[Cl:24])[CH2:12][CH2:11]3)[C:5]=2[CH:6]=1.[Cl:29]CCl.Cl, predict the reaction product. The product is: [CH:1]1[CH:2]=[CH:3][C:4]2[S:9][N:8]=[C:7]([N:10]3[CH2:11][CH2:12][N:13]([CH2:16][CH2:17][C:18]4[CH:19]=[C:20]5[CH2:28][C:26](=[O:27])[NH:25][C:21]5=[CH:22][C:23]=4[Cl:24])[CH2:14][CH2:15]3)[C:5]=2[CH:6]=1.[ClH:29]. (8) Given the reactants S(Cl)([Cl:3])=O.[C:5]([C:8]1[C:16]2[C:11](=[CH:12][CH:13]=[CH:14][CH:15]=2)[N:10]([C:17]2[C:26]3[C:21](=[CH:22][CH:23]=[CH:24][CH:25]=3)[N:20]=[C:19]([C:27]([F:30])([F:29])[F:28])[CH:18]=2)[CH:9]=1)(O)=[O:6], predict the reaction product. The product is: [ClH:3].[Cl:3][C:5]([C:8]1[C:16]2[C:11](=[CH:12][CH:13]=[CH:14][CH:15]=2)[N:10]([C:17]2[C:26]3[C:21](=[CH:22][CH:23]=[CH:24][CH:25]=3)[N:20]=[C:19]([C:27]([F:30])([F:29])[F:28])[CH:18]=2)[CH:9]=1)=[O:6]. (9) Given the reactants [Cl:1][C:2]1[CH:3]=[C:4]([NH:17][C:18]2[C:27]3[C:22](=[CH:23][CH:24]=[C:25]([C:28]4[S:29][C:30]([CH:33]=O)=[CH:31][CH:32]=4)[CH:26]=3)[N:21]=[CH:20][N:19]=2)[CH:5]=[CH:6][C:7]=1[O:8][CH2:9][C:10]1[CH:15]=[CH:14][CH:13]=[C:12]([F:16])[CH:11]=1.[NH:35]1[CH2:40][CH2:39][O:38][CH2:37][CH2:36]1.C(O[BH-](OC(=O)C)OC(=O)C)(=O)C.[Na+].C(=O)([O-])[O-].[Na+].[Na+], predict the reaction product. The product is: [Cl:1][C:2]1[CH:3]=[C:4]([NH:17][C:18]2[C:27]3[C:22](=[CH:23][CH:24]=[C:25]([C:28]4[S:29][C:30]([CH2:33][N:35]5[CH2:40][CH2:39][O:38][CH2:37][CH2:36]5)=[CH:31][CH:32]=4)[CH:26]=3)[N:21]=[CH:20][N:19]=2)[CH:5]=[CH:6][C:7]=1[O:8][CH2:9][C:10]1[CH:15]=[CH:14][CH:13]=[C:12]([F:16])[CH:11]=1.